Predict the reaction yield, written as a fraction of the theoretical maximum amount of product (1.0 means a 100% yield; for example, 0.34 means a 34% yield). From a dataset of Reaction yield outcomes from USPTO patents with 853,638 reactions. (1) The reactants are [C:1]([O:9][CH2:10][CH3:11])(=[O:8])[CH2:2][C:3]([O:5][CH2:6][CH3:7])=[O:4].[C:12](#[N:15])[CH:13]=[CH2:14].Cl. The catalyst is CO.O1CCOCC1. The product is [C:12]([CH2:13][CH2:14][C:2]([CH2:14][CH2:13][C:12]#[N:15])([C:3]([O:5][CH2:6][CH3:7])=[O:4])[C:1]([O:9][CH2:10][CH3:11])=[O:8])#[N:15]. The yield is 0.758. (2) The reactants are [Cl-:1].C1(C([O-])=C([N+]([O-])=O)C=C([N+]([O-])=O)C=1)[N+]([O-])=O.[NH:18]1[C:26]2[C:21](=[CH:22][C:23]([N+:27]([CH3:30])([CH3:29])[CH3:28])=[CH:24][CH:25]=2)[CH:20]=[CH:19]1.CO. The catalyst is C(O)(C)C.CC(C)=O. The product is [Cl-:1].[NH:18]1[C:26]2[C:21](=[CH:22][C:23]([N+:27]([CH3:30])([CH3:29])[CH3:28])=[CH:24][CH:25]=2)[CH:20]=[CH:19]1. The yield is 0.570. (3) The reactants are [Si:1]([O:18][CH2:19][C:20]1[CH:27]=[CH:26][C:23](C=O)=[CH:22][CH:21]=1)([C:14]([CH3:17])([CH3:16])[CH3:15])([C:8]1[CH:13]=[CH:12][CH:11]=[CH:10][CH:9]=1)[C:2]1[CH:7]=[CH:6][CH:5]=[CH:4][CH:3]=1.C1(C2(C3C=CC=CC=3)CCP(C3C=CC=CC=3)[C:35]2=[CH:45][C:46]([O:48][CH2:49][CH3:50])=[O:47])C=CC=CC=1. The catalyst is C1C=CC=CC=1.CCCCCC.C(OCC)C.C(O)(=O)C1C=CC=CC=1. The product is [Si:1]([O:18][CH2:19][C:20]1[CH:27]=[CH:26][C:23](/[CH:35]=[CH:45]/[C:46]([O:48][CH2:49][CH3:50])=[O:47])=[CH:22][CH:21]=1)([C:14]([CH3:17])([CH3:16])[CH3:15])([C:8]1[CH:13]=[CH:12][CH:11]=[CH:10][CH:9]=1)[C:2]1[CH:7]=[CH:6][CH:5]=[CH:4][CH:3]=1. The yield is 0.900. (4) The reactants are Cl([O-])=O.[Na+].[OH2:5].P([O-])(O)(O)=O.[Na+].[Cl:12][C:13]1[N:14]=[C:15]([CH2:20][CH3:21])[NH:16][C:17]=1[CH:18]=[O:19].CC(=CC)C. The catalyst is O.C1COCC1.C(O)(C)(C)C. The product is [Cl:12][C:13]1[N:14]=[C:15]([CH2:20][CH3:21])[NH:16][C:17]=1[C:18]([OH:5])=[O:19]. The yield is 0.850. (5) The reactants are [F:1][C:2]1[CH:3]=[C:4]2[C:9](=[CH:10][CH:11]=1)[N:8]=[C:7]([O:12][CH3:13])[C:6]([NH:14][C:15](=[O:19])OCC)=[N:5]2.[F:20][C:21]1[CH:26]=[CH:25][CH:24]=[CH:23][C:22]=1[N:27]1[CH2:32][CH2:31][NH:30][CH2:29][CH2:28]1. No catalyst specified. The product is [F:1][C:2]1[CH:3]=[C:4]2[C:9](=[CH:10][CH:11]=1)[N:8]=[C:7]([O:12][CH3:13])[C:6]([NH:14][C:15]([N:30]1[CH2:29][CH2:28][N:27]([C:22]3[CH:23]=[CH:24][CH:25]=[CH:26][C:21]=3[F:20])[CH2:32][CH2:31]1)=[O:19])=[N:5]2. The yield is 0.910. (6) The reactants are I[C:2]1[CH:3]=[CH:4][C:5]2[N:6]([CH:8]=[C:9]([NH:11][C:12]([CH:14]3[CH2:16][CH2:15]3)=[O:13])[N:10]=2)[N:7]=1.[NH2:17][C:18]1[CH:19]=[C:20]([NH:24][C:25]([C:27]2[N:31]([CH3:32])[N:30]=[C:29]([CH3:33])[CH:28]=2)=[O:26])[CH:21]=[CH:22][CH:23]=1.C1(P(C2CCCCC2)C2C=CC=CC=2C2C(C(C)C)=CC(C(C)C)=CC=2C(C)C)CCCCC1.CC(C)([O-])C.[K+].C(=O)([O-])O.[Na+]. The catalyst is C1C=CC(/C=C/C(/C=C/C2C=CC=CC=2)=O)=CC=1.C1C=CC(/C=C/C(/C=C/C2C=CC=CC=2)=O)=CC=1.C1C=CC(/C=C/C(/C=C/C2C=CC=CC=2)=O)=CC=1.[Pd].[Pd].C(OCC)(=O)C.O1CCCC1.C(O)(C)(C)C. The product is [CH:14]1([C:12]([NH:11][C:9]2[N:10]=[C:5]3[CH:4]=[CH:3][C:2]([NH:17][C:18]4[CH:19]=[C:20]([NH:24][C:25]([C:27]5[N:31]([CH3:32])[N:30]=[C:29]([CH3:33])[CH:28]=5)=[O:26])[CH:21]=[CH:22][CH:23]=4)=[N:7][N:6]3[CH:8]=2)=[O:13])[CH2:16][CH2:15]1. The yield is 0.0900. (7) The reactants are [F:1][C:2]1[C:7]([OH:8])=[CH:6][CH:5]=[C:4]([F:9])[C:3]=1[C:10]([NH2:12])=[O:11].O[CH2:14][C:15]1[CH:20]=[CH:19][N:18]=[C:17]([CH3:21])[CH:16]=1. No catalyst specified. The product is [F:1][C:2]1[C:7]([O:8][CH2:14][C:15]2[CH:20]=[CH:19][N:18]=[C:17]([CH3:21])[CH:16]=2)=[CH:6][CH:5]=[C:4]([F:9])[C:3]=1[C:10]([NH2:12])=[O:11]. The yield is 0.340.